Dataset: Reaction yield outcomes from USPTO patents with 853,638 reactions. Task: Predict the reaction yield, written as a fraction of the theoretical maximum amount of product (1.0 means a 100% yield; for example, 0.34 means a 34% yield). The reactants are [F:1][C:2]1[CH:7]=[CH:6][CH:5]=[C:4]([F:8])[C:3]=1[C:9]1[CH:21]=[CH:20][C:19]([C:22]([NH2:24])=[O:23])=[C:18]2[C:10]=1[C:11]1[CH2:12][CH2:13][CH:14]([C:25](N(OC)C)=[O:26])[CH2:15][C:16]=1[NH:17]2.[CH3:31][Mg]Br.Cl. The catalyst is C1COCC1. The product is [C:25]([CH:14]1[CH2:13][CH2:12][C:11]2[C:10]3[C:18](=[C:19]([C:22]([NH2:24])=[O:23])[CH:20]=[CH:21][C:9]=3[C:3]3[C:2]([F:1])=[CH:7][CH:6]=[CH:5][C:4]=3[F:8])[NH:17][C:16]=2[CH2:15]1)(=[O:26])[CH3:31]. The yield is 0.330.